From a dataset of Peptide-MHC class II binding affinity with 134,281 pairs from IEDB. Regression. Given a peptide amino acid sequence and an MHC pseudo amino acid sequence, predict their binding affinity value. This is MHC class II binding data. (1) The peptide sequence is GRGSGSSFEIKSTKPEASSG. The MHC is DRB1_0405 with pseudo-sequence DRB1_0405. The binding affinity (normalized) is 0.379. (2) The peptide sequence is AVIRGKKGAGGITIK. The MHC is DRB1_1101 with pseudo-sequence DRB1_1101. The binding affinity (normalized) is 0.347. (3) The peptide sequence is AFKVAATAANAAPAT. The MHC is HLA-DPA10201-DPB11401 with pseudo-sequence HLA-DPA10201-DPB11401. The binding affinity (normalized) is 0.850. (4) The peptide sequence is NYNCKILPNTLVLDF. The MHC is DRB1_0401 with pseudo-sequence DRB1_0401. The binding affinity (normalized) is 0.439. (5) The peptide sequence is LFKVAATAANAAPAN. The MHC is HLA-DPA10201-DPB11401 with pseudo-sequence HLA-DPA10201-DPB11401. The binding affinity (normalized) is 0.624. (6) The peptide sequence is FKHTDACCRTHDM. The MHC is DRB1_0401 with pseudo-sequence DRB1_0401. The binding affinity (normalized) is 0. (7) The peptide sequence is ATTEEQKLIEDINAS. The MHC is HLA-DQA10104-DQB10503 with pseudo-sequence HLA-DQA10104-DQB10503. The binding affinity (normalized) is 0.409. (8) The peptide sequence is EGTVDFIFGEARSLY. The MHC is HLA-DPA10301-DPB10402 with pseudo-sequence HLA-DPA10301-DPB10402. The binding affinity (normalized) is 0.271. (9) The peptide sequence is SQDLELSWNLNGLQRY. The binding affinity (normalized) is 0.474. The MHC is HLA-DQA10301-DQB10302 with pseudo-sequence HLA-DQA10301-DQB10302. (10) The peptide sequence is YATFFIKANSKFIGITE. The MHC is DRB1_0901 with pseudo-sequence DRB1_0901. The binding affinity (normalized) is 0.763.